Dataset: Peptide-MHC class II binding affinity with 134,281 pairs from IEDB. Task: Regression. Given a peptide amino acid sequence and an MHC pseudo amino acid sequence, predict their binding affinity value. This is MHC class II binding data. (1) The binding affinity (normalized) is 0.500. The MHC is DRB3_0101 with pseudo-sequence DRB3_0101. The peptide sequence is IIFIFRRDLLCPLGAL. (2) The peptide sequence is TLELLYADTVAFCFR. The MHC is DRB1_0901 with pseudo-sequence DRB1_0901. The binding affinity (normalized) is 0.340. (3) The peptide sequence is SMGDDHFWAVRGGGGESFGI. The MHC is DRB1_0901 with pseudo-sequence DRB1_0901. The binding affinity (normalized) is 0.565. (4) The peptide sequence is AAFNNAIKAGTGGAY. The MHC is DRB1_1001 with pseudo-sequence DRB1_1001. The binding affinity (normalized) is 0.689. (5) The peptide sequence is QLQQFQKEDAALTIY. The MHC is DRB4_0101 with pseudo-sequence DRB4_0103. The binding affinity (normalized) is 0.335.